Predict which catalyst facilitates the given reaction. From a dataset of Catalyst prediction with 721,799 reactions and 888 catalyst types from USPTO. Reactant: [Cl:1][C:2]1[CH:18]=[CH:17][C:5]([C:6]([N:8]([C:10]2[CH:15]=[CH:14][CH:13]=[CH:12][C:11]=2[OH:16])[CH3:9])=[O:7])=[CH:4][C:3]=1[C:19]1[CH:20]=[N:21][C:22]([C:27]([F:30])([F:29])[F:28])=[CH:23][C:24]=1[C:25]#[N:26].C([O:35][C:36]([C@@H:38]1[CH2:42][CH2:41][CH2:40][N:39]1[CH2:43][CH2:44][CH2:45]O)=[O:37])(C)(C)C.C1(P(C2C=CC=CC=2)C2C=CC=CC=2)C=CC=CC=1.CC(OC(/N=N/C(OC(C)C)=O)=O)C. Product: [Cl:1][C:2]1[CH:18]=[CH:17][C:5]([C:6]([N:8]([CH3:9])[C:10]2[CH:15]=[CH:14][CH:13]=[CH:12][C:11]=2[O:16][CH2:45][CH2:44][CH2:43][N:39]2[CH2:40][CH2:41][CH2:42][C@H:38]2[C:36]([OH:37])=[O:35])=[O:7])=[CH:4][C:3]=1[C:19]1[CH:20]=[N:21][C:22]([C:27]([F:30])([F:28])[F:29])=[CH:23][C:24]=1[C:25]#[N:26]. The catalyst class is: 1.